Dataset: Full USPTO retrosynthesis dataset with 1.9M reactions from patents (1976-2016). Task: Predict the reactants needed to synthesize the given product. (1) The reactants are: [CH2:1]([O:3][C:4](=[O:23])[CH2:5][N:6]([CH:20]1[CH2:22][CH2:21]1)[C:7](=[O:19])[C:8]1[CH:13]=[CH:12][C:11]([O:14][C:15]([F:18])([F:17])[F:16])=[CH:10][CH:9]=1)[CH3:2].[C:24](OC(=O)C)(=[O:26])[CH3:25]. Given the product [CH2:1]([O:3][C:4](=[O:23])[CH:5]([N:6]([CH:20]1[CH2:22][CH2:21]1)[C:7](=[O:19])[C:8]1[CH:9]=[CH:10][C:11]([O:14][C:15]([F:16])([F:17])[F:18])=[CH:12][CH:13]=1)[C:24](=[O:26])[CH3:25])[CH3:2], predict the reactants needed to synthesize it. (2) The reactants are: [C:1]([C:3]([C:16](=[O:42])[NH:17][CH2:18][CH2:19][N:20]1[C:24]2[CH:25]=[CH:26][CH:27]=[CH:28][C:23]=2[N:22]=[C:21]1[NH:29][C:30]([C:32]1[S:33][C:34]([C:37]2[CH:38]=[N:39][NH:40][CH:41]=2)=[CH:35][CH:36]=1)=[O:31])=[CH:4][C:5]([NH:8]C(=O)OC(C)(C)C)([CH3:7])[CH3:6])#[N:2].[F:43][C:44]([F:49])([F:48])[C:45]([OH:47])=[O:46]. Given the product [F:43][C:44]([F:49])([F:48])[C:45]([OH:47])=[O:46].[NH2:8][C:5]([CH3:7])([CH3:6])[CH:4]=[C:3]([C:1]#[N:2])[C:16]([NH:17][CH2:18][CH2:19][N:20]1[C:24]2[CH:25]=[CH:26][CH:27]=[CH:28][C:23]=2[N:22]=[C:21]1[NH:29][C:30]([C:32]1[S:33][C:34]([C:37]2[CH:41]=[N:40][NH:39][CH:38]=2)=[CH:35][CH:36]=1)=[O:31])=[O:42], predict the reactants needed to synthesize it. (3) Given the product [NH2:1][C:2]([C:4]1[CH:5]=[CH:6][C:7]([CH2:8][NH:9][C:10]2[CH:26]=[C:25]([C:27]([NH2:28])=[N:32][OH:33])[CH:24]=[CH:23][C:11]=2[CH2:12][NH:13][C:14](=[O:22])[C:15]2[CH:20]=[CH:19][CH:18]=[C:17]([Cl:31])[CH:16]=2)=[CH:29][CH:30]=1)=[O:3], predict the reactants needed to synthesize it. The reactants are: [NH2:1][C:2]([C:4]1[CH:30]=[CH:29][C:7]([CH2:8][NH:9][C:10]2[CH:26]=[C:25]([C:27]#[N:28])[CH:24]=[CH:23][C:11]=2[CH2:12][NH:13][C:14](=[O:22])[C:15]2[CH:20]=[CH:19][CH:18]=[C:17](Cl)[CH:16]=2)=[CH:6][CH:5]=1)=[O:3].[ClH:31].[NH2:32][OH:33]. (4) The reactants are: [C:1]([C:4]1[CH:5]=[N:6][C:7]2[C:12]([C:13]=1[NH:14][C:15]1[CH:16]=[CH:17][C:18]([N:21]3[CH2:26][CH2:25][CH2:24][C@H:23]([NH:27]C(=O)OC(C)(C)C)[CH2:22]3)=[N:19][CH:20]=1)=[N:11][C:10]([C:35]1[CH:40]=[C:39]([F:41])[C:38]([OH:42])=[C:37]([Cl:43])[CH:36]=1)=[CH:9][CH:8]=2)(=[O:3])[CH3:2].C(O)(C(F)(F)F)=O. Given the product [ClH:43].[ClH:43].[ClH:43].[NH2:27][C@H:23]1[CH2:24][CH2:25][CH2:26][N:21]([C:18]2[N:19]=[CH:20][C:15]([NH:14][C:13]3[C:12]4[C:7](=[CH:8][CH:9]=[C:10]([C:35]5[CH:40]=[C:39]([F:41])[C:38]([OH:42])=[C:37]([Cl:43])[CH:36]=5)[N:11]=4)[N:6]=[CH:5][C:4]=3[C:1](=[O:3])[CH3:2])=[CH:16][CH:17]=2)[CH2:22]1, predict the reactants needed to synthesize it. (5) Given the product [CH2:23]([NH:30][C:7]1[CH:8]=[C:9]2[C:4](=[CH:5][CH:6]=1)[N:3]=[C:2]([NH:19][CH2:18][C:17]1[CH:20]=[CH:21][CH:22]=[C:15]([O:14][CH3:13])[CH:16]=1)[CH:11]=[CH:10]2)[C:24]1[CH:29]=[CH:28][CH:27]=[CH:26][CH:25]=1, predict the reactants needed to synthesize it. The reactants are: Cl[C:2]1[CH:11]=[CH:10][C:9]2[C:4](=[CH:5][CH:6]=[C:7](Cl)[CH:8]=2)[N:3]=1.[CH3:13][O:14][C:15]1[CH:16]=[C:17]([CH:20]=[CH:21][CH:22]=1)[CH2:18][NH2:19].[CH2:23]([NH2:30])[C:24]1[CH:29]=[CH:28][CH:27]=[CH:26][CH:25]=1. (6) Given the product [CH:32]([NH:35][CH2:2][CH2:3][O:4][C:5]1[CH:6]=[CH:7][C:8]([C:21]2[NH:30][C:29](=[O:31])[C:28]3[C:23](=[CH:24][CH:25]=[CH:26][CH:27]=3)[N:22]=2)=[N:9][C:10]=1[C:11]1[CH:16]=[CH:15][C:14]([S:17]([CH3:20])(=[O:19])=[O:18])=[CH:13][CH:12]=1)([CH3:34])[CH3:33], predict the reactants needed to synthesize it. The reactants are: Br[CH2:2][CH2:3][O:4][C:5]1[CH:6]=[CH:7][C:8]([C:21]2[NH:30][C:29](=[O:31])[C:28]3[C:23](=[CH:24][CH:25]=[CH:26][CH:27]=3)[N:22]=2)=[N:9][C:10]=1[C:11]1[CH:16]=[CH:15][C:14]([S:17]([CH3:20])(=[O:19])=[O:18])=[CH:13][CH:12]=1.[CH:32]([NH2:35])([CH3:34])[CH3:33]. (7) Given the product [CH3:2][O:3][C:4]([C:6]1([NH:10][S:20]([C:15]2[CH:16]=[CH:17][CH:18]=[CH:19][C:14]=2[N+:11]([O-:13])=[O:12])(=[O:21])=[O:22])[CH2:9][CH2:8][CH2:7]1)=[O:5], predict the reactants needed to synthesize it. The reactants are: Cl.[CH3:2][O:3][C:4]([C:6]1([NH2:10])[CH2:9][CH2:8][CH2:7]1)=[O:5].[N+:11]([C:14]1[CH:19]=[CH:18][CH:17]=[CH:16][C:15]=1[S:20](Cl)(=[O:22])=[O:21])([O-:13])=[O:12].C(N(CC)CC)C.O. (8) Given the product [NH2:4][C:3]1[C:2]([C:1]#[N:5])=[C:22]([NH:21][C:18]2[CH:19]=[CH:20][C:15]([O:14][CH2:12][CH3:13])=[CH:16][CH:17]=2)[S:23][C:25]=1[C:26](=[O:27])[C:28]1[CH:33]=[CH:32][C:31]([O:34][CH3:35])=[CH:30][C:29]=1[O:36][CH3:37], predict the reactants needed to synthesize it. The reactants are: [C:1](#[N:5])[CH2:2][C:3]#[N:4].C(=O)([O-])[O-].[K+].[K+].[CH2:12]([O:14][C:15]1[CH:20]=[CH:19][C:18]([N:21]=[C:22]=[S:23])=[CH:17][CH:16]=1)[CH3:13].Br[CH2:25][C:26]([C:28]1[CH:33]=[CH:32][C:31]([O:34][CH3:35])=[CH:30][C:29]=1[O:36][CH3:37])=[O:27]. (9) Given the product [CH2:12]([N:14]1[C:20]2[N:21]=[CH:22][C:23]([CH2:25][CH2:26][O:27][C:28]3[CH:36]=[CH:35][C:3]([C:1]([Cl:6])=[O:2])=[CH:30][C:29]=3[CH3:37])=[CH:24][C:19]=2[C:18](=[O:38])[N:17]([CH3:39])[C:16]2[CH:40]=[CH:41][CH:42]=[N:43][C:15]1=2)[CH3:13], predict the reactants needed to synthesize it. The reactants are: [C:1]([Cl:6])([C:3](Cl)=O)=[O:2].CN(C=O)C.[CH2:12]([N:14]1[C:20]2[N:21]=[CH:22][C:23]([CH2:25][CH2:26][O:27][C:28]3[CH:36]=[CH:35]C(C(O)=O)=[CH:30][C:29]=3[CH3:37])=[CH:24][C:19]=2[C:18](=[O:38])[N:17]([CH3:39])[C:16]2[CH:40]=[CH:41][CH:42]=[N:43][C:15]1=2)[CH3:13]. (10) Given the product [N:17]1[CH:16]=[CH:15][C:14]([O:13][C:12]2[CH:20]=[CH:21][C:9]([OH:8])=[CH:10][CH:11]=2)=[CH:19][CH:18]=1, predict the reactants needed to synthesize it. The reactants are: C([O:8][C:9]1[CH:21]=[CH:20][C:12]([O:13][C:14]2[CH:19]=[CH:18][N:17]=[CH:16][CH:15]=2)=[CH:11][CH:10]=1)C1C=CC=CC=1.C1COCC1.